The task is: Predict the reactants needed to synthesize the given product.. This data is from Full USPTO retrosynthesis dataset with 1.9M reactions from patents (1976-2016). (1) The reactants are: [Cl:1][C:2]1[C:3]2[N:4]([N:16]=[CH:17][N:18]=2)[CH:5]=[C:6]([C:8]2[CH:13]=[CH:12][C:11]([F:14])=[CH:10][C:9]=2[F:15])[N:7]=1.Cl.Cl.[NH2:21][C:22]1[C:27]([C:28]#[N:29])=[CH:26][CH:25]=[C:24]([NH:30][CH2:31][CH2:32][NH2:33])[N:23]=1.C(N(CC)C(C)C)(C)C. Given the product [ClH:1].[NH2:21][C:22]1[C:27]([C:28]#[N:29])=[CH:26][CH:25]=[C:24]([NH:30][CH2:31][CH2:32][NH:33][C:2]2[C:3]3[N:4]([N:16]=[CH:17][N:18]=3)[CH:5]=[C:6]([C:8]3[CH:13]=[CH:12][C:11]([F:14])=[CH:10][C:9]=3[F:15])[N:7]=2)[N:23]=1, predict the reactants needed to synthesize it. (2) The reactants are: [CH3:1][C@@H:2]1[CH2:6][S:5](=[O:8])(=[O:7])[NH:4][CH2:3]1.Br[C:10]1[CH:15]=[CH:14][C:13]([C:16]([N:18]2[CH2:23][CH2:22][N:21]([C:24]3[C:29]([CH3:30])=[CH:28][C:27]([CH:31]4[CH2:33][CH2:32]4)=[CH:26][N:25]=3)[CH2:20][CH2:19]2)=[O:17])=[C:12]([S:34]([CH3:37])(=[O:36])=[O:35])[CH:11]=1. Given the product [CH:31]1([C:27]2[CH:28]=[C:29]([CH3:30])[C:24]([N:21]3[CH2:22][CH2:23][N:18]([C:16]([C:13]4[CH:14]=[CH:15][C:10]([N:4]5[CH2:3][C@H:2]([CH3:1])[CH2:6][S:5]5(=[O:8])=[O:7])=[CH:11][C:12]=4[S:34]([CH3:37])(=[O:36])=[O:35])=[O:17])[CH2:19][CH2:20]3)=[N:25][CH:26]=2)[CH2:32][CH2:33]1, predict the reactants needed to synthesize it. (3) Given the product [CH2:5]([CH:8]1[CH2:13][CH:12]2[CH2:11][CH:10]([CH:9]=[CH:14]2)[C:15]1=[O:16])[CH2:6][CH3:7], predict the reactants needed to synthesize it. The reactants are: [Cl-].[Al+3].[Cl-].[Cl-].[CH2:5]([C:8]1([CH:15]=[O:16])[CH2:13][CH:12]2[CH2:14][CH:9]1[CH:10]=[CH:11]2)[CH2:6][CH3:7]. (4) Given the product [F:1][C:2]1[CH:42]=[C:41]([F:43])[CH:40]=[CH:39][C:3]=1[CH2:4][N:5]([CH2:18][C:19]1[CH:38]=[CH:37][C:22]([O:23][C:24]2[CH:25]=[C:26]([CH:34]=[CH:35][CH:36]=2)[O:27][CH2:28][CH2:29][CH2:30][C:31]([N:50]([CH3:51])[CH2:49][C:48]([OH:47])=[O:52])=[O:32])=[CH:21][CH:20]=1)[C:6]1[CH:11]=[CH:10][CH:9]=[C:8]([NH:12][S:13]([CH3:16])(=[O:15])=[O:14])[C:7]=1[CH3:17], predict the reactants needed to synthesize it. The reactants are: [F:1][C:2]1[CH:42]=[C:41]([F:43])[CH:40]=[CH:39][C:3]=1[CH2:4][N:5]([CH2:18][C:19]1[CH:38]=[CH:37][C:22]([O:23][C:24]2[CH:25]=[C:26]([CH:34]=[CH:35][CH:36]=2)[O:27][CH2:28][CH2:29][CH2:30][C:31](O)=[O:32])=[CH:21][CH:20]=1)[C:6]1[CH:11]=[CH:10][CH:9]=[C:8]([NH:12][S:13]([CH3:16])(=[O:15])=[O:14])[C:7]=1[CH3:17].Cl.C([O:47][C:48](=[O:52])[CH2:49][NH:50][CH3:51])C. (5) Given the product [F:2][C:3]1[CH:4]=[C:5]([C:6]2[N:1]=[C:17]([C:18]([OH:20])=[O:19])[C:10]3[C:9](=[CH:14][CH:13]=[C:12]([O:15][CH3:16])[CH:11]=3)[N:8]=2)[CH:22]=[CH:23][C:24]=1[O:25][CH3:26], predict the reactants needed to synthesize it. The reactants are: [NH3:1].[F:2][C:3]1[CH:4]=[C:5]([CH:22]=[CH:23][C:24]=1[O:25][CH3:26])[C:6]([NH:8][C:9]1[CH:14]=[CH:13][C:12]([O:15][CH3:16])=[CH:11][C:10]=1[C:17](=O)[C:18]([OH:20])=[O:19])=O.